This data is from Full USPTO retrosynthesis dataset with 1.9M reactions from patents (1976-2016). The task is: Predict the reactants needed to synthesize the given product. (1) Given the product [O:8]1[C:12]2[CH:13]=[CH:14][CH:15]=[CH:16][C:11]=2[C:10]([NH:17][C:18]([N:20]2[CH2:25][CH2:24][N:23]([C:34]([O:36][CH2:37][C:38]3[CH:43]=[CH:42][CH:41]=[CH:40][CH:39]=3)=[O:35])[CH2:22][CH2:21]2)=[O:19])=[N:9]1, predict the reactants needed to synthesize it. The reactants are: FC(F)(F)C(O)=O.[O:8]1[C:12]2[CH:13]=[CH:14][CH:15]=[CH:16][C:11]=2[C:10]([NH:17][C:18]([N:20]2[CH2:25][CH2:24][NH:23][CH2:22][CH2:21]2)=[O:19])=[N:9]1.C(N(CC)CC)C.Cl[C:34]([O:36][CH2:37][C:38]1[CH:43]=[CH:42][CH:41]=[CH:40][CH:39]=1)=[O:35].O. (2) Given the product [CH3:1][O:2][C:3]1[CH:8]=[CH:7][C:6]2[C:11]([C:13]3[CH:18]=[CH:17][N:16]=[CH:15][CH:14]=3)=[CH:10][S:9][C:5]=2[CH:4]=1, predict the reactants needed to synthesize it. The reactants are: [CH3:1][O:2][C:3]1[CH:4]=[C:5]([S:9][CH2:10][C:11]([C:13]2[CH:18]=[CH:17][N:16]=[CH:15][CH:14]=2)=O)[CH:6]=[CH:7][CH:8]=1.[OH-].[Na+]. (3) Given the product [I:1][C:2]1[CH:3]=[C:4]([CH:9]=[CH:10][CH:11]=1)[C:5]([NH:13][NH2:14])=[O:6], predict the reactants needed to synthesize it. The reactants are: [I:1][C:2]1[CH:3]=[C:4]([CH:9]=[CH:10][CH:11]=1)[C:5](OC)=[O:6].O.[NH2:13][NH2:14].O. (4) Given the product [N:20]1([C:25]2[CH:26]=[C:27]([CH2:28][N:1]3[CH:2]([C:11]4[C:16]([O:17][CH3:18])=[CH:15][CH:14]=[CH:13][C:12]=4[F:19])[CH2:3][CH:4]([CH3:10])[C:5]3=[O:7])[CH:30]=[CH:31][N:32]=2)[CH:24]=[CH:23][CH:22]=[N:21]1, predict the reactants needed to synthesize it. The reactants are: [NH2:1][CH:2]([C:11]1[C:16]([O:17][CH3:18])=[CH:15][CH:14]=[CH:13][C:12]=1[F:19])[CH2:3][CH:4]([CH3:10])[C:5]([O:7]CC)=O.[N:20]1([C:25]2[CH:26]=[C:27]([CH:30]=[CH:31][N:32]=2)[CH:28]=O)[CH:24]=[CH:23][CH:22]=[N:21]1.